From a dataset of Full USPTO retrosynthesis dataset with 1.9M reactions from patents (1976-2016). Predict the reactants needed to synthesize the given product. (1) Given the product [Si:6]([O:14][CH2:15][C@@H:16]1[NH:21][C:20](=[O:22])[CH2:19][CH2:18][CH2:17]1)([C:9]([CH3:12])([CH3:11])[CH3:10])([CH3:8])[CH3:7], predict the reactants needed to synthesize it. The reactants are: N1C=CN=C1.[Si:6](Cl)([C:9]([CH3:12])([CH3:11])[CH3:10])([CH3:8])[CH3:7].[OH:14][CH2:15][C@@H:16]1[NH:21][C:20](=[O:22])[CH2:19][CH2:18][CH2:17]1.C1C=CC=CC=1. (2) Given the product [CH:1]12[CH2:7][CH:4]([CH:5]=[CH:6]1)[CH2:3][CH:2]2[NH:8][C:9](=[S:10])[NH:11][N:12]=[CH:18][C:16]1[N:15]=[N:14][S:13][CH:17]=1, predict the reactants needed to synthesize it. The reactants are: [CH:1]12[CH2:7][CH:4]([CH:5]=[CH:6]1)[CH2:3][CH:2]2[NH:8][C:9]([NH:11][NH2:12])=[S:10].[S:13]1[CH:17]=[C:16]([CH:18]=O)[N:15]=[N:14]1. (3) Given the product [N:1]([CH2:4][CH2:5][CH2:6][C:7]1([C:29]2[CH:34]=[CH:33][CH:32]=[CH:31][CH:30]=2)[N:11]([C:12]2[S:13][C:14]3[CH2:15][N:16]([CH3:37])[CH2:17][CH2:18][C:19]=3[N:20]=2)[N:10]=[C:9]([C:21]2[CH:26]=[C:25]([F:27])[CH:24]=[CH:23][C:22]=2[F:28])[S:8]1)=[N+:2]=[N-:3], predict the reactants needed to synthesize it. The reactants are: [N:1]([CH2:4][CH2:5][CH2:6][C:7]1([C:29]2[CH:34]=[CH:33][CH:32]=[CH:31][CH:30]=2)[N:11]([C:12]2[S:13][C:14]3[CH2:15][NH:16][CH2:17][CH2:18][C:19]=3[N:20]=2)[N:10]=[C:9]([C:21]2[CH:26]=[C:25]([F:27])[CH:24]=[CH:23][C:22]=2[F:28])[S:8]1)=[N+:2]=[N-:3].C=O.[C:37](O[BH-](OC(=O)C)OC(=O)C)(=O)C.[Na+].C([O-])([O-])=O.[Na+].[Na+].